Dataset: Full USPTO retrosynthesis dataset with 1.9M reactions from patents (1976-2016). Task: Predict the reactants needed to synthesize the given product. (1) Given the product [CH3:31][O:30][C:28]1[C:27]2[C:22](=[C:23]([O:32][CH3:33])[CH:24]=[CH:25][CH:26]=2)[N:21]=[C:20]([C:18]([N:15]2[CH2:14][CH2:13][C:12]3([CH2:11][C:10](=[O:38])[C:9]4[C:35](=[CH:36][CH:37]=[C:7]([C:1]#[N:2])[CH:8]=4)[O:34]3)[CH2:17][CH2:16]2)=[O:19])[CH:29]=1, predict the reactants needed to synthesize it. The reactants are: [CH3:1][N:2](C=O)C.Br[C:7]1[CH:8]=[C:9]2[C:35](=[CH:36][CH:37]=1)[O:34][C:12]1([CH2:17][CH2:16][N:15]([C:18]([C:20]3[CH:29]=[C:28]([O:30][CH3:31])[C:27]4[C:22](=[C:23]([O:32][CH3:33])[CH:24]=[CH:25][CH:26]=4)[N:21]=3)=[O:19])[CH2:14][CH2:13]1)[CH2:11][C:10]2=[O:38]. (2) Given the product [CH2:5]=[CH:6][C:7]1[CH:12]=[CH:11][CH:10]=[CH:9][CH:8]=1.[CH2:1]=[CH:2][CH:3]=[CH2:4].[C:13](#[N:16])[CH:14]=[CH2:15], predict the reactants needed to synthesize it. The reactants are: [CH2:1]=[CH:2][CH:3]=[CH2:4].[CH2:5]=[CH:6][C:7]1[CH:12]=[CH:11][CH:10]=[CH:9][CH:8]=1.[C:13](#[N:16])[CH:14]=[CH2:15].C([O-])(=O)CCCCCCC/C=C\CCCCCCCC.[K+].[O-]O.C1(C(C)C)C=CC=CC=1. (3) Given the product [N:24]1[C:25]2[C:30](=[CH:29][CH:28]=[CH:27][CH:26]=2)[CH:31]=[CH:32][C:23]=1[C:20]1[CH2:21][CH2:22][N:17]([CH2:14][CH2:13][CH2:12][N:11]2[C:10](=[O:16])[C:9]3[C:4](=[CH:5][CH:6]=[CH:7][CH:8]=3)[NH:3][C:2]2=[O:1])[CH2:18][CH:19]=1, predict the reactants needed to synthesize it. The reactants are: [O:1]=[C:2]1[N:11]([CH2:12][CH2:13][CH:14]=O)[C:10](=[O:16])[C:9]2[C:4](=[CH:5][CH:6]=[CH:7][CH:8]=2)[NH:3]1.[NH:17]1[CH2:22][CH:21]=[C:20]([C:23]2[CH:32]=[CH:31][C:30]3[C:25](=[CH:26][CH:27]=[CH:28][CH:29]=3)[N:24]=2)[CH2:19][CH2:18]1.C(O[BH-](OC(=O)C)OC(=O)C)(=O)C.[Na+].ClC(Cl)C. (4) Given the product [Br:1][C:2]1[CH:7]=[CH:6][C:5]([CH3:8])=[C:4]([S:12][CH3:11])[CH:3]=1, predict the reactants needed to synthesize it. The reactants are: [Br:1][C:2]1[CH:7]=[CH:6][C:5]([CH3:8])=[C:4](F)[CH:3]=1.C(S)[CH2:11][S:12]([O-])(=O)=O.[Na+].C([O-])(O)=O.[Na+].